From a dataset of Catalyst prediction with 721,799 reactions and 888 catalyst types from USPTO. Predict which catalyst facilitates the given reaction. Reactant: [C:1]([C:3]1[N:8]=[CH:7][C:6]([N:9]2[C:16](=[O:17])[C:12]3([CH2:15][CH2:14][CH2:13]3)[N:11]([C:18]3[CH:26]=[CH:25][C:21]([C:22]([OH:24])=O)=[C:20]([F:27])[CH:19]=3)[C:10]2=[S:28])=[CH:5][C:4]=1[C:29]([F:32])([F:31])[F:30])#[N:2].[N:33]1[CH:38]=[CH:37][CH:36]=[CH:35][C:34]=1[CH2:39][CH2:40][NH2:41].CN(C(ON1N=NC2C=CC=NC1=2)=[N+](C)C)C.F[P-](F)(F)(F)(F)F.CCN(C(C)C)C(C)C. Product: [C:1]([C:3]1[N:8]=[CH:7][C:6]([N:9]2[C:16](=[O:17])[C:12]3([CH2:15][CH2:14][CH2:13]3)[N:11]([C:18]3[CH:26]=[CH:25][C:21]([C:22]([NH:41][CH2:40][CH2:39][C:34]4[CH:35]=[CH:36][CH:37]=[CH:38][N:33]=4)=[O:24])=[C:20]([F:27])[CH:19]=3)[C:10]2=[S:28])=[CH:5][C:4]=1[C:29]([F:32])([F:31])[F:30])#[N:2]. The catalyst class is: 3.